Dataset: Full USPTO retrosynthesis dataset with 1.9M reactions from patents (1976-2016). Task: Predict the reactants needed to synthesize the given product. Given the product [CH3:1][O:2][C:3]([C@H:5]1[CH2:9][C@@H:8]([NH:10][C:22]([O:24][C:25]([CH3:28])([CH3:27])[CH3:26])=[O:23])[CH:7]=[CH:6]1)=[O:4], predict the reactants needed to synthesize it. The reactants are: [CH3:1][O:2][C:3]([C@H:5]1[CH2:9][C@@H:8]([NH2:10])[CH:7]=[CH:6]1)=[O:4].C([O-])(=O)[C@@H](C1C=CC=CC=1)O.[C:22](O[C:22]([O:24][C:25]([CH3:28])([CH3:27])[CH3:26])=[O:23])([O:24][C:25]([CH3:28])([CH3:27])[CH3:26])=[O:23].C(=O)([O-])[O-].[Na+].[Na+].CCCCCCC.